Regression. Given two drug SMILES strings and cell line genomic features, predict the synergy score measuring deviation from expected non-interaction effect. From a dataset of NCI-60 drug combinations with 297,098 pairs across 59 cell lines. (1) Drug 1: CN(C)C1=NC(=NC(=N1)N(C)C)N(C)C. Drug 2: C1=NC2=C(N=C(N=C2N1C3C(C(C(O3)CO)O)O)F)N. Cell line: A498. Synergy scores: CSS=-6.30, Synergy_ZIP=8.21, Synergy_Bliss=1.03, Synergy_Loewe=-5.05, Synergy_HSA=-4.09. (2) Drug 1: CC(C)(C1=NC(=CC=C1)N2C3=NC(=NC=C3C(=O)N2CC=C)NC4=CC=C(C=C4)N5CCN(CC5)C)O. Synergy scores: CSS=32.2, Synergy_ZIP=8.13, Synergy_Bliss=10.6, Synergy_Loewe=9.30, Synergy_HSA=13.8. Cell line: T-47D. Drug 2: CC1CCC2CC(C(=CC=CC=CC(CC(C(=O)C(C(C(=CC(C(=O)CC(OC(=O)C3CCCCN3C(=O)C(=O)C1(O2)O)C(C)CC4CCC(C(C4)OC)OP(=O)(C)C)C)C)O)OC)C)C)C)OC. (3) Drug 1: C1CC(C1)(C(=O)O)C(=O)O.[NH2-].[NH2-].[Pt+2]. Drug 2: CCCCCOC(=O)NC1=NC(=O)N(C=C1F)C2C(C(C(O2)C)O)O. Cell line: NCI-H226. Synergy scores: CSS=15.6, Synergy_ZIP=-6.14, Synergy_Bliss=0.672, Synergy_Loewe=-0.533, Synergy_HSA=-0.0783. (4) Synergy scores: CSS=17.4, Synergy_ZIP=-0.367, Synergy_Bliss=1.16, Synergy_Loewe=2.00, Synergy_HSA=2.33. Drug 1: C1=CC(=CC=C1CCCC(=O)O)N(CCCl)CCCl. Drug 2: C1C(C(OC1N2C=NC(=NC2=O)N)CO)O. Cell line: HS 578T. (5) Drug 1: CC(CN1CC(=O)NC(=O)C1)N2CC(=O)NC(=O)C2. Drug 2: C1CN1P(=S)(N2CC2)N3CC3. Cell line: PC-3. Synergy scores: CSS=22.4, Synergy_ZIP=-5.08, Synergy_Bliss=-1.77, Synergy_Loewe=0.754, Synergy_HSA=1.44. (6) Drug 2: C1CC(=O)NC(=O)C1N2C(=O)C3=CC=CC=C3C2=O. Synergy scores: CSS=-8.84, Synergy_ZIP=2.35, Synergy_Bliss=-3.63, Synergy_Loewe=-9.27, Synergy_HSA=-9.50. Drug 1: CC1=CC2C(CCC3(C2CCC3(C(=O)C)OC(=O)C)C)C4(C1=CC(=O)CC4)C. Cell line: HS 578T. (7) Drug 1: CC12CCC(CC1=CCC3C2CCC4(C3CC=C4C5=CN=CC=C5)C)O. Drug 2: CC1=C(C=C(C=C1)C(=O)NC2=CC(=CC(=C2)C(F)(F)F)N3C=C(N=C3)C)NC4=NC=CC(=N4)C5=CN=CC=C5. Cell line: SN12C. Synergy scores: CSS=7.06, Synergy_ZIP=1.48, Synergy_Bliss=5.89, Synergy_Loewe=5.34, Synergy_HSA=4.61.